Predict the product of the given reaction. From a dataset of Forward reaction prediction with 1.9M reactions from USPTO patents (1976-2016). Given the reactants Cl.[NH2:2][C:3](=[NH:10])[CH2:4][C:5]([O:7][CH2:8][CH3:9])=[O:6].C(N(CC)CC)C.[C:18]([O:22][CH2:23][CH3:24])(=[O:21])[CH:19]=[CH2:20].C(=O)([O-])O.[Na+], predict the reaction product. The product is: [C:3]([CH:4]([CH2:20][CH2:19][C:18]([O:22][CH2:23][CH3:24])=[O:21])[C:5]([O:7][CH2:8][CH3:9])=[O:6])(=[NH:2])[NH2:10].